This data is from Full USPTO retrosynthesis dataset with 1.9M reactions from patents (1976-2016). The task is: Predict the reactants needed to synthesize the given product. Given the product [CH3:1][O:2][C:3]1[CH:4]=[C:5]2[C:10](=[CH:11][CH:12]=1)[N:9]=[CH:8][C:7]([NH2:13])=[CH:6]2, predict the reactants needed to synthesize it. The reactants are: [CH3:1][O:2][C:3]1[CH:4]=[C:5]2[C:10](=[CH:11][CH:12]=1)[N:9]=[CH:8][C:7]([N+:13]([O-])=O)=[CH:6]2.Cl[Sn]Cl.O.[OH-].[Na+].